Dataset: Reaction yield outcomes from USPTO patents with 853,638 reactions. Task: Predict the reaction yield, written as a fraction of the theoretical maximum amount of product (1.0 means a 100% yield; for example, 0.34 means a 34% yield). (1) The reactants are [C:1]([O:5][C:6]([N:8]1[CH2:12][CH2:11][CH:10]([O:13][C:14]2[C:19]3[C:20]4[CH:26]=[C:25](Br)[CH:24]=[N:23][C:21]=4[NH:22][C:18]=3[CH:17]=[N:16][C:15]=2[C:28]#[N:29])[CH2:9]1)=[O:7])([CH3:4])([CH3:3])[CH3:2].[CH3:30][N:31]1[CH:35]=[C:34](B2OC(C)(C)C(C)(C)O2)[CH:33]=[N:32]1.[F-].[K+]. The catalyst is C(#N)C.O.C(=O)([O-])[O-].[Na+].[Na+].C1C=CC(P(C2C=CC=CC=2)[C-]2C=CC=C2)=CC=1.C1C=CC(P(C2C=CC=CC=2)[C-]2C=CC=C2)=CC=1.Cl[Pd]Cl.[Fe+2]. The product is [C:1]([O:5][C:6]([N:8]1[CH2:12][CH2:11][CH:10]([O:13][C:14]2[C:19]3[C:20]4[CH:26]=[C:25]([C:34]5[CH:33]=[N:32][N:31]([CH3:30])[CH:35]=5)[CH:24]=[N:23][C:21]=4[NH:22][C:18]=3[CH:17]=[N:16][C:15]=2[C:28]#[N:29])[CH2:9]1)=[O:7])([CH3:4])([CH3:3])[CH3:2]. The yield is 0.300. (2) The reactants are [C:1]1(=[O:7])[O:6][C:4](=[O:5])[CH:3]=[CH:2]1.[Cl-].[Al+3].[Cl-].[Cl-].Cl.[CH:13]1[CH:18]=[CH:17][CH:16]=[CH:15][CH:14]=1. No catalyst specified. The product is [C:1]([CH:2]=[CH:3][C:4]([OH:6])=[O:5])(=[O:7])[C:13]1[CH:18]=[CH:17][CH:16]=[CH:15][CH:14]=1. The yield is 0.955.